The task is: Predict the reaction yield, written as a fraction of the theoretical maximum amount of product (1.0 means a 100% yield; for example, 0.34 means a 34% yield).. This data is from Reaction yield outcomes from USPTO patents with 853,638 reactions. (1) The reactants are Br[C:2]1[CH:7]=[C:6]([C:8]([F:11])([F:10])[F:9])[CH:5]=[CH:4][C:3]=1[O:12][CH3:13].C([Li])CCC.[B:19](OC(C)C)([O:24]C(C)C)[O:20]C(C)C.Cl. The catalyst is CCOCC.CCOC(C)=O. The product is [CH3:13][O:12][C:3]1[CH:4]=[CH:5][C:6]([C:8]([F:11])([F:10])[F:9])=[CH:7][C:2]=1[B:19]([OH:24])[OH:20]. The yield is 0.850. (2) The reactants are [F:1][C:2]([F:42])([F:41])[C:3]1[CH:4]=[C:5]([C@H:13]([N:15]([CH3:40])[C:16]([N:18]2[CH2:31][CH2:30][C@:21]3([NH:25][C@@H:24]([C:26](OC)=[O:27])[CH2:23][CH2:22]3)[CH2:20][C@@H:19]2[C:32]2[CH:37]=[CH:36][C:35]([F:38])=[CH:34][C:33]=2[CH3:39])=[O:17])[CH3:14])[CH:6]=[C:7]([C:9]([F:12])([F:11])[F:10])[CH:8]=1.[BH4-].[Li+]. The catalyst is O1CCCC1. The product is [F:42][C:2]([F:1])([F:41])[C:3]1[CH:4]=[C:5]([C@H:13]([N:15]([CH3:40])[C:16]([N:18]2[CH2:31][CH2:30][C@:21]3([NH:25][C@@H:24]([CH2:26][OH:27])[CH2:23][CH2:22]3)[CH2:20][C@@H:19]2[C:32]2[CH:37]=[CH:36][C:35]([F:38])=[CH:34][C:33]=2[CH3:39])=[O:17])[CH3:14])[CH:6]=[C:7]([C:9]([F:12])([F:10])[F:11])[CH:8]=1. The yield is 0.479. (3) The reactants are [C:1](Cl)(Cl)=[O:2].[OH:5][C:6]1[CH:19]=[CH:18][C:9]([C:10]([C:12]2[CH:17]=[CH:16][CH:15]=[CH:14][CH:13]=2)=[O:11])=[CH:8][CH:7]=1.CCN(CC)CC.[N:27]12[CH2:35][CH2:34][CH:31]([CH2:32][CH2:33]1)[NH:30][CH2:29][CH2:28]2. The catalyst is C1(C)C=CC=CC=1.CN(C1C=CN=CC=1)C. The product is [C:10]([C:9]1[CH:8]=[CH:7][C:6]([O:5][C:1]([N:30]2[CH:31]3[CH2:34][CH2:35][N:27]([CH2:33][CH2:32]3)[CH2:28][CH2:29]2)=[O:2])=[CH:19][CH:18]=1)(=[O:11])[C:12]1[CH:17]=[CH:16][CH:15]=[CH:14][CH:13]=1. The yield is 0.150. (4) The reactants are [Cl:1][C:2]1[CH:7]=[CH:6][CH:5]=[C:4]([Cl:8])[C:3]=1[OH:9].O[CH2:11][CH2:12][C@H:13]([N:15]1[C:23](=[O:24])[C:22]2[C:17](=[CH:18][CH:19]=[CH:20][CH:21]=2)[C:16]1=[O:25])[CH3:14].C1(P(C2C=CC=CC=2)C2C=CC=CC=2)C=CC=CC=1.CC(OC(/N=N/C(OC(C)C)=O)=O)C. The catalyst is C1COCC1.C(Cl)Cl. The product is [Cl:1][C:2]1[CH:7]=[CH:6][CH:5]=[C:4]([Cl:8])[C:3]=1[O:9][CH2:11][CH2:12][C@H:13]([N:15]1[C:23](=[O:24])[C:22]2[C:17](=[CH:18][CH:19]=[CH:20][CH:21]=2)[C:16]1=[O:25])[CH3:14]. The yield is 0.960. (5) The reactants are [CH3:1][O:2][CH2:3][O:4][C@H:5]1[C@H:9]([C:10]2[N:14]([CH3:15])[N:13]=[CH:12][CH:11]=2)[CH2:8][C@H:7](O)[CH2:6]1.COCCN(S(F)(F)[F:27])CCOC.C(=O)([O-])O.[Na+]. The catalyst is ClCCl. The product is [F:27][C@H:7]1[CH2:8][C@H:9]([C:10]2[N:14]([CH3:15])[N:13]=[CH:12][CH:11]=2)[C@@H:5]([O:4][CH2:3][O:2][CH3:1])[CH2:6]1. The yield is 0.870.